Dataset: Peptide-MHC class I binding affinity with 185,985 pairs from IEDB/IMGT. Task: Regression. Given a peptide amino acid sequence and an MHC pseudo amino acid sequence, predict their binding affinity value. This is MHC class I binding data. The peptide sequence is GIYCTVPFI. The MHC is HLA-A02:01 with pseudo-sequence HLA-A02:01. The binding affinity (normalized) is 0.564.